Dataset: Full USPTO retrosynthesis dataset with 1.9M reactions from patents (1976-2016). Task: Predict the reactants needed to synthesize the given product. (1) The reactants are: [Cl:1][C:2]1[CH:3]=[CH:4][C:5]2[C:11]3[N:12]([CH:24]4[CH2:29][CH2:28][CH2:27][CH2:26][CH2:25]4)[C:13]4[C:18]([C:10]=3[CH2:9][C:8](=[O:30])[NH:7][C:6]=2[CH:31]=1)=[CH:17][C:16]([C:19]([O:21][CH2:22][CH3:23])=[O:20])=[CH:15][CH:14]=4.Cl[CH2:33][C:34]([N:36]1[CH2:41][CH2:40][CH2:39][CH2:38][CH2:37]1)=[O:35].C(=O)([O-])[O-].[K+].[K+].O. Given the product [Cl:1][C:2]1[CH:3]=[CH:4][C:5]2[C:11]3[N:12]([CH:24]4[CH2:25][CH2:26][CH2:27][CH2:28][CH2:29]4)[C:13]4[C:18]([C:10]=3[CH2:9][C:8](=[O:30])[N:7]([CH2:33][C:34](=[O:35])[N:36]3[CH2:41][CH2:40][CH2:39][CH2:38][CH2:37]3)[C:6]=2[CH:31]=1)=[CH:17][C:16]([C:19]([O:21][CH2:22][CH3:23])=[O:20])=[CH:15][CH:14]=4, predict the reactants needed to synthesize it. (2) Given the product [C:40]([O:44][C:45]([N:47]1[CH2:52][CH2:51][CH2:50][CH:49]([C:53]([OH:55])=[O:54])[CH2:48]1)=[O:46])([CH3:43])([CH3:41])[CH3:42].[C:40]([O:44][C:45]([N:47]1[CH2:52][CH2:51][CH2:50][CH:49]([C:53]([O:55][CH2:24][C:25]2[CH:26]=[CH:27][CH:28]=[CH:29][CH:30]=2)=[O:54])[CH2:48]1)=[O:46])([CH3:43])([CH3:41])[CH3:42], predict the reactants needed to synthesize it. The reactants are: N1CCCC(C(OCC)=O)C1.S(NN=[CH:24][C:25]1[CH:30]=[CH:29][CH:28]=[CH:27][CH:26]=1)([C:28]1[CH:29]=[CH:30][C:25]([CH3:24])=[CH:26][CH:27]=1)(=O)=O.C1(C=[N+]=[N-])C=CC=CC=1.[C:40]([O:44][C:45]([N:47]1[CH2:52][CH2:51][CH2:50][CH:49]([C:53]([OH:55])=[O:54])[CH2:48]1)=[O:46])([CH3:43])([CH3:42])[CH3:41].